Dataset: Reaction yield outcomes from USPTO patents with 853,638 reactions. Task: Predict the reaction yield, written as a fraction of the theoretical maximum amount of product (1.0 means a 100% yield; for example, 0.34 means a 34% yield). (1) The reactants are [CH2:1]([N:5]1[C:9]2[CH:10]=[CH:11][C:12]([NH2:14])=[CH:13][C:8]=2[N:7]=[CH:6]1)[CH:2]([CH3:4])[CH3:3].[Br:15]Br.N.CO.C(Cl)Cl. The catalyst is CC(O)=O. The product is [CH2:1]([N:5]1[C:9]2[CH:10]=[CH:11][C:12]([NH2:14])=[C:13]([Br:15])[C:8]=2[N:7]=[CH:6]1)[CH:2]([CH3:4])[CH3:3]. The yield is 0.350. (2) The reactants are [N:1]12[CH2:8][CH2:7][C:4]([C:9]([C:17]3[CH:22]=[CH:21][CH:20]=[CH:19][CH:18]=3)([C:11]3[CH:16]=[CH:15][CH:14]=[CH:13][CH:12]=3)[OH:10])([CH2:5][CH2:6]1)[CH2:3][CH2:2]2.[Br:23][CH2:24][CH2:25][CH2:26][N:27]1[C:35](=[O:36])[C:34]2[C:29](=[CH:30][CH:31]=[CH:32][CH:33]=2)[C:28]1=[O:37]. The catalyst is CC#N. The product is [Br-:23].[O:37]=[C:28]1[C:29]2[C:34](=[CH:33][CH:32]=[CH:31][CH:30]=2)[C:35](=[O:36])[N:27]1[CH2:26][CH2:25][CH2:24][N+:1]12[CH2:6][CH2:5][C:4]([C:9]([OH:10])([C:17]3[CH:22]=[CH:21][CH:20]=[CH:19][CH:18]=3)[C:11]3[CH:12]=[CH:13][CH:14]=[CH:15][CH:16]=3)([CH2:3][CH2:2]1)[CH2:7][CH2:8]2. The yield is 0.824. (3) The reactants are C(O[C:6](=[O:28])[NH:7][C@@H:8]([CH2:21][C:22]1[CH:27]=[CH:26][CH:25]=[CH:24][CH:23]=1)[CH:9]([C:11](=[O:20])[NH:12][CH2:13][C:14]1[CH:19]=[CH:18][CH:17]=[CH:16][CH:15]=1)[OH:10])(C)(C)C.FC(F)(F)C(O)=O.[CH3:36][CH:37]([CH3:57])[CH2:38][C@H:39]([NH:43][C:44](=[O:56])[C@@H:45]([NH:47][C:48]([C:50]1[N:51]([CH3:55])[N:52]=[CH:53][CH:54]=1)=[O:49])[CH3:46])C(O)=O.C(N(CC)C(C)C)(C)C.CN(C(ON1N=NC2C=CC=NC1=2)=[N+](C)C)C.F[P-](F)(F)(F)(F)F. The catalyst is ClCCl.CN(C=O)C. The product is [CH2:21]([C@H:8]([NH:7][C:6]([C@@H:39]([NH:43][C:44]([C@@H:45]([NH:47][C:48]([C:50]1[N:51]([CH3:55])[N:52]=[CH:53][CH:54]=1)=[O:49])[CH3:46])=[O:56])[CH2:38][CH:37]([CH3:57])[CH3:36])=[O:28])[CH:9]([C:11](=[O:20])[NH:12][CH2:13][C:14]1[CH:15]=[CH:16][CH:17]=[CH:18][CH:19]=1)[OH:10])[C:22]1[CH:23]=[CH:24][CH:25]=[CH:26][CH:27]=1. The yield is 0.870. (4) The reactants are [H-].[Na+].[CH:3]1([OH:7])[CH2:6][CH2:5][CH2:4]1.[Cl:8][C:9]1[CH:14]=[C:13](F)[CH:12]=[CH:11][N:10]=1. The product is [Cl:8][C:9]1[CH:14]=[C:13]([O:7][CH:3]2[CH2:6][CH2:5][CH2:4]2)[CH:12]=[CH:11][N:10]=1. The catalyst is CN(C=O)C.CCOC(C)=O.C([O-])(O)=O.[Na+]. The yield is 0.930. (5) The reactants are [CH:1]1([CH2:5][OH:6])[CH2:4][CH2:3][CH2:2]1.F[C:8]1[C:13]([I:14])=[CH:12][CH:11]=[CH:10][N:9]=1. No catalyst specified. The product is [CH:1]1([CH2:5][O:6][C:8]2[C:13]([I:14])=[CH:12][CH:11]=[CH:10][N:9]=2)[CH2:4][CH2:3][CH2:2]1. The yield is 0.960.